The task is: Predict the reactants needed to synthesize the given product.. This data is from Retrosynthesis with 50K atom-mapped reactions and 10 reaction types from USPTO. (1) Given the product COc1ccc(-c2ccc3ncnc(-c4cc(C(=O)N5CCN(C(C)=O)CC5)cc(C(F)(F)F)c4)c3c2)cn1, predict the reactants needed to synthesize it. The reactants are: CC(=O)N1CCN(C(=O)c2cc(-c3ncnc4ccc(Br)cc34)cc(C(F)(F)F)c2)CC1.COc1ccc(B(O)O)cn1. (2) The reactants are: O=C(C1CC1)N1CC[C@@H](Cn2c(-c3ccc(Br)cc3)n[nH]c2=O)C1.OB(O)c1ccc(Cl)cc1. Given the product O=C(C1CC1)N1CC[C@@H](Cn2c(-c3ccc(-c4ccc(Cl)cc4)cc3)n[nH]c2=O)C1, predict the reactants needed to synthesize it.